This data is from Full USPTO retrosynthesis dataset with 1.9M reactions from patents (1976-2016). The task is: Predict the reactants needed to synthesize the given product. (1) Given the product [F:24][C:21]1[CH:20]=[CH:19][C:18]([C:14]2[NH:13][C:36]3[CH2:35][O:34][C:32](=[O:33])[C:31]=3[CH:11]([C:8]3[CH:9]=[C:10]4[C:5](=[CH:6][CH:7]=3)[NH:4][N:3]=[C:2]4[CH3:1])[C:15]=2[C:16]#[N:17])=[CH:23][CH:22]=1, predict the reactants needed to synthesize it. The reactants are: [CH3:1][C:2]1[C:10]2[C:5](=[CH:6][CH:7]=[C:8]([CH:11]=O)[CH:9]=2)[NH:4][N:3]=1.[NH2:13][C:14]([C:18]1[CH:23]=[CH:22][C:21]([F:24])=[CH:20][CH:19]=1)=[CH:15][C:16]#[N:17].[C:32]([O:34][CH2:35][C:36](=O)[CH2:31][C:32]([O:34][CH2:35][CH3:36])=[O:33])(=[O:33])[CH3:31].Cl. (2) Given the product [C:19]([O:23][C:24](=[O:41])[CH2:25][O:26][C:27]1[CH:32]=[CH:31][C:30]([C:33]#[N:34])=[CH:29][C:28]=1[C:35]#[CH:36])([CH3:22])([CH3:21])[CH3:20], predict the reactants needed to synthesize it. The reactants are: C(OC(=O)COC1C=CC(Cl)=CC=1C#C)(C)(C)C.[C:19]([O:23][C:24](=[O:41])[CH2:25][O:26][C:27]1[CH:32]=[CH:31][C:30]([C:33]#[N:34])=[CH:29][C:28]=1[C:35]#[C:36][Si](C)(C)C)([CH3:22])([CH3:21])[CH3:20]. (3) Given the product [CH3:1][C:2]1[NH:6][C:7](=[O:10])[CH:8]=[CH:9][C:3]=1[C:4]#[N:5], predict the reactants needed to synthesize it. The reactants are: [CH3:1]/[C:2](/[NH2:6])=[CH:3]\[C:4]#[N:5].[C:7](OCC)(=[O:10])[C:8]#[CH:9]. (4) Given the product [ClH:1].[CH:28]([O:41][C:42]([C:44]1[N:45]2[C@H:48]([S:49][CH2:50][C:51]=1[CH3:52])[C@H:47]([NH:53][C:14](=[O:16])[CH2:13][NH:12][C:6]1[C:5]3[C:10](=[CH:11][C:2]([Cl:1])=[CH:3][CH:4]=3)[N:9]=[CH:8][CH:7]=1)[C:46]2=[O:54])=[O:43])([C:29]1[CH:30]=[CH:31][CH:32]=[CH:33][CH:34]=1)[C:35]1[CH:40]=[CH:39][CH:38]=[CH:37][CH:36]=1, predict the reactants needed to synthesize it. The reactants are: [Cl:1][C:2]1[CH:11]=[C:10]2[C:5]([C:6]([NH:12][CH2:13][C:14]([OH:16])=O)=[CH:7][CH:8]=[N:9]2)=[CH:4][CH:3]=1.C1(C)C=CC(S(O)(=O)=O)=CC=1.[CH:28]([O:41][C:42]([C:44]1[N:45]2[C@H:48]([S:49][CH2:50][C:51]=1[CH3:52])[C@H:47]([NH2:53])[C:46]2=[O:54])=[O:43])([C:35]1[CH:40]=[CH:39][CH:38]=[CH:37][CH:36]=1)[C:29]1[CH:34]=[CH:33][CH:32]=[CH:31][CH:30]=1.P(Cl)(Cl)(Cl)=O.N1C(C)=CC(C)=CC=1C. (5) Given the product [C:13]([O:16][C:17]([N:1]([C:2]1[CH:3]=[C:4]([CH3:11])[C:5]([C:9]#[N:10])=[C:6]([CH3:8])[N:7]=1)[C:17](=[O:18])[O:16][C:13]([CH3:15])([CH3:14])[CH3:12])=[O:18])([CH3:15])([CH3:14])[CH3:12], predict the reactants needed to synthesize it. The reactants are: [NH2:1][C:2]1[N:7]=[C:6]([CH3:8])[C:5]([C:9]#[N:10])=[C:4]([CH3:11])[CH:3]=1.[CH3:12][C:13]([O:16][C:17](O[C:17]([O:16][C:13]([CH3:15])([CH3:14])[CH3:12])=[O:18])=[O:18])([CH3:15])[CH3:14]. (6) Given the product [O:18]=[C:3]1[NH:4][C:5](=[S:17])[N:6]([C:9]2[CH:10]=[C:11]([CH:14]=[CH:15][CH:16]=2)[C:12]#[N:13])[C:7]2[N:8]=[CH:19][NH:1][C:2]1=2, predict the reactants needed to synthesize it. The reactants are: [NH2:1][C:2]1[C:3](=[O:18])[NH:4][C:5](=[S:17])[N:6]([C:9]2[CH:10]=[C:11]([CH:14]=[CH:15][CH:16]=2)[C:12]#[N:13])[C:7]=1[NH2:8].[C:19](O)(=O)C.C(N)=N. (7) Given the product [ClH:1].[NH2:15][CH:12]([C:3]1[C:2]([Cl:1])=[CH:7][C:6]([C:8]([F:10])([F:11])[F:9])=[CH:5][N:4]=1)[C:13]#[N:14], predict the reactants needed to synthesize it. The reactants are: [Cl:1][C:2]1[C:3]([CH:12]([N:15]=C(C2C=CC=CC=2)C2C=CC=CC=2)[C:13]#[N:14])=[N:4][CH:5]=[C:6]([C:8]([F:11])([F:10])[F:9])[CH:7]=1.